Dataset: Peptide-MHC class II binding affinity with 134,281 pairs from IEDB. Task: Regression. Given a peptide amino acid sequence and an MHC pseudo amino acid sequence, predict their binding affinity value. This is MHC class II binding data. (1) The peptide sequence is VVSRLLIPVPFDPPA. The MHC is DRB1_1602 with pseudo-sequence DRB1_1602. The binding affinity (normalized) is 0.121. (2) The peptide sequence is IVIGIGDNALKINWY. The MHC is DRB1_0401 with pseudo-sequence DRB1_0401. The binding affinity (normalized) is 0.213. (3) The peptide sequence is AGAWRTAAVELARAL. The MHC is DRB1_1201 with pseudo-sequence DRB1_1201. The binding affinity (normalized) is 0.336. (4) The peptide sequence is RVWEQIFSTWLLKPG. The MHC is HLA-DPA10201-DPB11401 with pseudo-sequence HLA-DPA10201-DPB11401. The binding affinity (normalized) is 0.194.